Dataset: Forward reaction prediction with 1.9M reactions from USPTO patents (1976-2016). Task: Predict the product of the given reaction. (1) Given the reactants C([O:3][C:4]([C:6]1[O:7][C:8]2[CH:15]=[CH:14][CH:13]=[C:12]([C:16]#[N:17])[C:9]=2[C:10]=1[CH3:11])=[O:5])C.CO.[Li+].[OH-], predict the reaction product. The product is: [C:16]([C:12]1[C:9]2[C:10]([CH3:11])=[C:6]([C:4]([OH:5])=[O:3])[O:7][C:8]=2[CH:15]=[CH:14][CH:13]=1)#[N:17]. (2) The product is: [NH2:15][C:11]1[N:10]=[C:9]([N:8]2[C:7]3[CH:16]=[C:17]([C:20]#[C:21][C:36]([C:31]4[N:32]=[CH:33][CH:34]=[CH:35][N:30]=4)([OH:38])[CH3:37])[CH:18]=[CH:19][C:6]=3[N:5]=[C:4]2[O:3][CH2:1][CH3:2])[CH:14]=[CH:13][N:12]=1. Given the reactants [CH2:1]([O:3][C:4]1[N:8]([C:9]2[CH:14]=[CH:13][N:12]=[C:11]([NH2:15])[N:10]=2)[C:7]2[CH:16]=[C:17]([C:20]#[CH:21])[CH:18]=[CH:19][C:6]=2[N:5]=1)[CH3:2].C([N-]C(C)C)(C)C.[Li+].[N:30]1[CH:35]=[CH:34][CH:33]=[N:32][C:31]=1[C:36](=[O:38])[CH3:37].[Cl-].[NH4+], predict the reaction product. (3) Given the reactants Br[CH2:2][C:3]([O:5][C:6]([CH3:9])([CH3:8])[CH3:7])=[O:4].C([O-])([O-])=O.[K+].[K+].[Cl:16][C:17]1[CH:39]=[C:38]([Cl:40])[CH:37]=[CH:36][C:18]=1[CH2:19][O:20][C:21]1[CH:35]=[CH:34][C:24]2[C:25]([OH:33])=[C:26]([C:28]([O:30][CH2:31][CH3:32])=[O:29])[S:27][C:23]=2[CH:22]=1.CN(C=O)C, predict the reaction product. The product is: [C:6]([O:5][C:3](=[O:4])[CH2:2][O:33][C:25]1[C:24]2[CH:34]=[CH:35][C:21]([O:20][CH2:19][C:18]3[CH:36]=[CH:37][C:38]([Cl:40])=[CH:39][C:17]=3[Cl:16])=[CH:22][C:23]=2[S:27][C:26]=1[C:28]([O:30][CH2:31][CH3:32])=[O:29])([CH3:9])([CH3:8])[CH3:7]. (4) Given the reactants [CH3:1][O:2][C:3]1[CH:8]=[CH:7][CH:6]=[CH:5][C:4]=1[C:9]1[C:17]2[C:12](=[N:13][CH:14]=[C:15](B3OC(C)(C)C(C)(C)O3)[CH:16]=2)[N:11]([CH2:27][O:28][CH2:29][CH2:30][Si:31]([CH3:34])([CH3:33])[CH3:32])[N:10]=1.Br[C:36]1[CH:37]=[C:38]([CH2:42][C:43]([OH:45])=[O:44])[CH:39]=[CH:40][CH:41]=1.C1COCC1.C(=O)([O-])[O-].[Na+].[Na+], predict the reaction product. The product is: [CH3:1][O:2][C:3]1[CH:8]=[CH:7][CH:6]=[CH:5][C:4]=1[C:9]1[C:17]2[C:12](=[N:13][CH:14]=[C:15]([C:36]3[CH:37]=[C:38]([CH2:42][C:43]([OH:45])=[O:44])[CH:39]=[CH:40][CH:41]=3)[CH:16]=2)[N:11]([CH2:27][O:28][CH2:29][CH2:30][Si:31]([CH3:32])([CH3:33])[CH3:34])[N:10]=1. (5) Given the reactants [CH3:1][O:2][C:3]1[CH:16]=[CH:15][C:6]([CH2:7][N:8]2[CH2:12][CH:11]([CH3:13])[NH:10][C:9]2=[O:14])=[CH:5][CH:4]=1.[H-].[Na+].[C:19](Cl)(=[O:26])[C:20]1[CH:25]=[CH:24][CH:23]=[CH:22][CH:21]=1.Cl, predict the reaction product. The product is: [C:19]([N:10]1[CH:11]([CH3:13])[CH2:12][N:8]([CH2:7][C:6]2[CH:15]=[CH:16][C:3]([O:2][CH3:1])=[CH:4][CH:5]=2)[C:9]1=[O:14])(=[O:26])[C:20]1[CH:25]=[CH:24][CH:23]=[CH:22][CH:21]=1. (6) Given the reactants [C:1]1([CH:7]2[O:12][CH2:11][CH:10]([CH2:13][OH:14])[CH2:9][O:8]2)[CH:6]=[CH:5][CH:4]=[CH:3][CH:2]=1.[Cr](Cl)([O-])(=O)=O.[NH+]1C=CC=CC=1, predict the reaction product. The product is: [C:1]1([CH:7]2[O:12][CH2:11][CH:10]([CH:13]=[O:14])[CH2:9][O:8]2)[CH:2]=[CH:3][CH:4]=[CH:5][CH:6]=1. (7) Given the reactants [NH:1]1[C:5]2=[N:6][CH:7]=[CH:8][CH:9]=[C:4]2[C:3](=[O:10])[C:2]1=[O:11].[N+:12]([C:15]1[CH:20]=[CH:19][C:18]([CH2:21]O)=[C:17]([CH2:23][OH:24])[CH:16]=1)([O-:14])=[O:13].C1(C)C=CC(S(O)(=O)=O)=CC=1.O, predict the reaction product. The product is: [N+:12]([C:15]1[CH:20]=[CH:19][C:18]2[CH2:21][O:10][C:3]3([O:24][CH2:23][C:17]=2[CH:16]=1)[C:4]1[C:5](=[N:6][CH:7]=[CH:8][CH:9]=1)[NH:1][C:2]3=[O:11])([O-:14])=[O:13]. (8) Given the reactants [OH:1][C:2]1[CH:9]=[CH:8][C:5]([CH:6]=[O:7])=[C:4]([CH:10]([CH3:12])[CH3:11])[CH:3]=1.[F:13][C:14]([F:34])([F:33])[S:15](N(C1C=CC(Cl)=CN=1)[S:15]([C:14]([F:34])([F:33])[F:13])(=[O:17])=[O:16])(=[O:17])=[O:16].C(N(CC)CC)C, predict the reaction product. The product is: [F:13][C:14]([F:34])([F:33])[S:15]([O:1][C:2]1[CH:9]=[CH:8][C:5]([CH:6]=[O:7])=[C:4]([CH:10]([CH3:12])[CH3:11])[CH:3]=1)(=[O:17])=[O:16]. (9) Given the reactants [Br:1][C:2]1[C:3](Cl)=[N:4][C:5]([CH2:13][N:14]2[CH2:18][CH2:17][CH2:16][C:15]2=[O:19])=[C:6]([CH:12]=1)[C:7]([O:9][CH2:10][CH3:11])=[O:8].[CH2:21]([S:28]([NH:31][C:32]([CH:34]1[CH2:39][CH2:38][NH:37][CH2:36][CH2:35]1)=[O:33])(=[O:30])=[O:29])[C:22]1[CH:27]=[CH:26][CH:25]=[CH:24][CH:23]=1.CCN(C(C)C)C(C)C, predict the reaction product. The product is: [CH2:21]([S:28]([NH:31][C:32]([CH:34]1[CH2:39][CH2:38][N:37]([C:3]2[C:2]([Br:1])=[CH:12][C:6]([C:7]([O:9][CH2:10][CH3:11])=[O:8])=[C:5]([CH2:13][N:14]3[CH2:18][CH2:17][CH2:16][C:15]3=[O:19])[N:4]=2)[CH2:36][CH2:35]1)=[O:33])(=[O:29])=[O:30])[C:22]1[CH:23]=[CH:24][CH:25]=[CH:26][CH:27]=1. (10) Given the reactants [CH:1]12[CH2:10][CH:5]3[CH2:6][CH:7]([CH2:9][CH:3]([CH2:4]3)[CH:2]1[NH:11][C:12]([C:14]1[CH:15]=[N:16][N:17]([C:20]3[CH:25]=[CH:24][CH:23]=[CH:22][CH:21]=3)[C:18]=1Cl)=[O:13])[CH2:8]2.[CH:26]1([CH2:29][NH2:30])[CH2:28][CH2:27]1, predict the reaction product. The product is: [CH:1]12[CH2:10][CH:5]3[CH2:6][CH:7]([CH2:9][CH:3]([CH2:4]3)[CH:2]1[NH:11][C:12]([C:14]1[CH:15]=[N:16][N:17]([C:20]3[CH:25]=[CH:24][CH:23]=[CH:22][CH:21]=3)[C:18]=1[NH:30][CH2:29][CH:26]1[CH2:28][CH2:27]1)=[O:13])[CH2:8]2.